This data is from Full USPTO retrosynthesis dataset with 1.9M reactions from patents (1976-2016). The task is: Predict the reactants needed to synthesize the given product. Given the product [CH3:27][N:3]([CH3:2])[CH:4]1[CH2:9][CH2:8][N:7]([C:10](=[O:26])[CH2:11][CH2:12][C:13]2[N:14]([CH2:18][C:19]([O:21][CH3:22])=[O:20])[CH:15]=[CH:16][N:17]=2)[CH2:6][CH2:5]1, predict the reactants needed to synthesize it. The reactants are: Cl.[CH3:2][N:3]([CH3:27])[CH:4]1[CH2:9][CH2:8][N:7]([C:10](=[O:26])[CH2:11][CH2:12][C:13]2[N:14]([CH2:18][C:19]([O:21][C:22](C)(C)C)=[O:20])[CH:15]=[CH:16][N:17]=2)[CH2:6][CH2:5]1.CO.C(=O)([O-])[O-].[K+].[K+].